From a dataset of Reaction yield outcomes from USPTO patents with 853,638 reactions. Predict the reaction yield, written as a fraction of the theoretical maximum amount of product (1.0 means a 100% yield; for example, 0.34 means a 34% yield). (1) The reactants are [CH2:1]([O:8][C:9]([NH:11][C@H:12]([CH2:19][CH2:20]OS(C)(=O)=O)[CH2:13]OS(C)(=O)=O)=[O:10])[C:2]1[CH:7]=[CH:6][CH:5]=[CH:4][CH:3]=1.Cl.[NH2:27][OH:28].C([O-])(O)=O.[Na+]. The catalyst is CCN(CC)CC.CS(C)=O.Cl. The product is [CH2:1]([O:8][C:9]([NH:11][C@@H:12]1[CH2:19][CH2:20][N:27]([OH:28])[CH2:13]1)=[O:10])[C:2]1[CH:7]=[CH:6][CH:5]=[CH:4][CH:3]=1. The yield is 0.850. (2) The reactants are [Cl:1][C:2]1[N:7]=[C:6]2[CH2:8][CH2:9][CH2:10][C:5]2=[C:4]([Cl:11])[CH:3]=1.[Cl:12][C:13]1[CH:18]=[CH:17][C:16]([Cl:19])=[CH:15][C:14]=1B(O)O. The yield is 0.950. The product is [ClH:1].[Cl:11][C:4]1[CH:3]=[C:2]([C:17]2[CH:18]=[C:13]([Cl:12])[CH:14]=[CH:15][C:16]=2[Cl:19])[N:7]=[C:6]2[CH2:8][CH2:9][CH2:10][C:5]=12. No catalyst specified. (3) The reactants are [NH2:1][C:2]1[CH:3]=[C:4]([OH:12])[C:5](=[CH:10][CH:11]=1)[C:6]([O:8][CH3:9])=[O:7].[Cl:13][C:14]1[CH:19]=[CH:18][C:17]([S:20](Cl)(=[O:22])=[O:21])=[CH:16][CH:15]=1. No catalyst specified. The product is [Cl:13][C:14]1[CH:19]=[CH:18][C:17]([S:20]([NH:1][C:2]2[CH:11]=[CH:10][C:5]([C:6]([O:8][CH3:9])=[O:7])=[C:4]([OH:12])[CH:3]=2)(=[O:22])=[O:21])=[CH:16][CH:15]=1. The yield is 0.680. (4) The reactants are [C:1]([O:5][C:6](=[O:18])[NH:7][CH2:8][C:9]([C:11]1[CH:16]=[CH:15][C:14](Br)=[CH:13][CH:12]=1)=[O:10])([CH3:4])([CH3:3])[CH3:2].[CH3:19][O:20][C:21](=[O:54])[NH:22][CH:23]([C:27]([N:29]1[CH2:33][CH2:32][CH2:31][CH:30]1[C:34]1[NH:35][C:36]([C:39]2[CH:44]=[CH:43][C:42](B3OC(C)(C)C(C)(C)O3)=[CH:41][CH:40]=2)=[CH:37][N:38]=1)=[O:28])[CH:24]([CH3:26])[CH3:25].C(=O)([O-])[O-].[K+].[K+].COCCOC. The catalyst is C1C=CC([P]([Pd]([P](C2C=CC=CC=2)(C2C=CC=CC=2)C2C=CC=CC=2)([P](C2C=CC=CC=2)(C2C=CC=CC=2)C2C=CC=CC=2)[P](C2C=CC=CC=2)(C2C=CC=CC=2)C2C=CC=CC=2)(C2C=CC=CC=2)C2C=CC=CC=2)=CC=1.O. The product is [CH3:19][O:20][C:21](=[O:54])[NH:22][CH:23]([C:27]([N:29]1[CH2:33][CH2:32][CH2:31][CH:30]1[C:34]1[NH:35][C:36]([C:39]2[CH:40]=[CH:41][C:42]([C:14]3[CH:15]=[CH:16][C:11]([C:9](=[O:10])[CH2:8][NH:7][C:6]([O:5][C:1]([CH3:4])([CH3:3])[CH3:2])=[O:18])=[CH:12][CH:13]=3)=[CH:43][CH:44]=2)=[CH:37][N:38]=1)=[O:28])[CH:24]([CH3:26])[CH3:25]. The yield is 0.440. (5) The reactants are [CH3:1][C:2]1([CH2:13][N:14]2[CH2:19][CH2:18][N:17]([C:20]([O:22][CH2:23][C:24]3[CH:29]=[CH:28][C:27]([O:30][Si](C(C)(C)C)(C)C)=[CH:26][CH:25]=3)=[O:21])[CH2:16][CH2:15]2)[O:6][C:5]2=[N:7][C:8]([N+:10]([O-:12])=[O:11])=[CH:9][N:4]2[CH2:3]1.C1COCC1.[F-].C([N+](CCCC)(CCCC)CCCC)CCC. The catalyst is C(OCC)(=O)C. The product is [CH3:1][C:2]1([CH2:13][N:14]2[CH2:15][CH2:16][N:17]([C:20]([O:22][CH2:23][C:24]3[CH:25]=[CH:26][C:27]([OH:30])=[CH:28][CH:29]=3)=[O:21])[CH2:18][CH2:19]2)[O:6][C:5]2=[N:7][C:8]([N+:10]([O-:12])=[O:11])=[CH:9][N:4]2[CH2:3]1. The yield is 0.300. (6) The yield is 0.540. The catalyst is C1COCC1. The product is [CH2:12]([O:19][C:20]1[CH:21]=[CH:22][C:23]([CH:24]([OH:25])[C:5]#[C:4][C:2]([CH3:3])([OH:6])[CH3:1])=[CH:26][CH:27]=1)[C:13]1[CH:14]=[CH:15][CH:16]=[CH:17][CH:18]=1. The reactants are [CH3:1][C:2]([OH:6])([C:4]#[CH:5])[CH3:3].[Li]CCCC.[CH2:12]([O:19][C:20]1[CH:27]=[CH:26][C:23]([CH:24]=[O:25])=[CH:22][CH:21]=1)[C:13]1[CH:18]=[CH:17][CH:16]=[CH:15][CH:14]=1.